Dataset: NCI-60 drug combinations with 297,098 pairs across 59 cell lines. Task: Regression. Given two drug SMILES strings and cell line genomic features, predict the synergy score measuring deviation from expected non-interaction effect. (1) Drug 1: CNC(=O)C1=CC=CC=C1SC2=CC3=C(C=C2)C(=NN3)C=CC4=CC=CC=N4. Drug 2: CCC(=C(C1=CC=CC=C1)C2=CC=C(C=C2)OCCN(C)C)C3=CC=CC=C3.C(C(=O)O)C(CC(=O)O)(C(=O)O)O. Cell line: UO-31. Synergy scores: CSS=4.48, Synergy_ZIP=-2.32, Synergy_Bliss=-0.160, Synergy_Loewe=-0.565, Synergy_HSA=-0.138. (2) Drug 1: CC1C(C(CC(O1)OC2CC(OC(C2O)C)OC3=CC4=CC5=C(C(=O)C(C(C5)C(C(=O)C(C(C)O)O)OC)OC6CC(C(C(O6)C)O)OC7CC(C(C(O7)C)O)OC8CC(C(C(O8)C)O)(C)O)C(=C4C(=C3C)O)O)O)O. Drug 2: C1C(C(OC1N2C=NC(=NC2=O)N)CO)O. Cell line: NCI-H226. Synergy scores: CSS=38.8, Synergy_ZIP=1.21, Synergy_Bliss=0.0484, Synergy_Loewe=0.690, Synergy_HSA=0.597. (3) Drug 1: C1=CC(=CC=C1CCCC(=O)O)N(CCCl)CCCl. Drug 2: C#CCC(CC1=CN=C2C(=N1)C(=NC(=N2)N)N)C3=CC=C(C=C3)C(=O)NC(CCC(=O)O)C(=O)O. Cell line: CAKI-1. Synergy scores: CSS=39.0, Synergy_ZIP=-1.62, Synergy_Bliss=-4.28, Synergy_Loewe=-1.94, Synergy_HSA=-3.76. (4) Cell line: EKVX. Drug 2: CCC1(C2=C(COC1=O)C(=O)N3CC4=CC5=C(C=CC(=C5CN(C)C)O)N=C4C3=C2)O.Cl. Synergy scores: CSS=4.99, Synergy_ZIP=-1.76, Synergy_Bliss=-0.346, Synergy_Loewe=-8.41, Synergy_HSA=-1.57. Drug 1: C1=NC2=C(N=C(N=C2N1C3C(C(C(O3)CO)O)O)F)N. (5) Drug 1: C1CC(CNC1)C2=CC=C(C=C2)N3C=C4C=CC=C(C4=N3)C(=O)N. Drug 2: C1=CC(=C(C=C1I)F)NC2=C(C=CC(=C2F)F)C(=O)NOCC(CO)O. Cell line: NCI-H460. Synergy scores: CSS=13.1, Synergy_ZIP=-1.51, Synergy_Bliss=1.35, Synergy_Loewe=2.67, Synergy_HSA=8.20. (6) Drug 1: C1=CC(=CC=C1CCC2=CNC3=C2C(=O)NC(=N3)N)C(=O)NC(CCC(=O)O)C(=O)O. Drug 2: CCCCCOC(=O)NC1=NC(=O)N(C=C1F)C2C(C(C(O2)C)O)O. Cell line: NCI-H322M. Synergy scores: CSS=13.4, Synergy_ZIP=4.35, Synergy_Bliss=9.74, Synergy_Loewe=-16.4, Synergy_HSA=7.90. (7) Drug 1: C1=NC2=C(N1)C(=S)N=C(N2)N. Cell line: BT-549. Drug 2: CCC1=C2CN3C(=CC4=C(C3=O)COC(=O)C4(CC)O)C2=NC5=C1C=C(C=C5)O. Synergy scores: CSS=23.4, Synergy_ZIP=-4.18, Synergy_Bliss=-0.471, Synergy_Loewe=-14.2, Synergy_HSA=0.683.